This data is from Peptide-MHC class I binding affinity with 185,985 pairs from IEDB/IMGT. The task is: Regression. Given a peptide amino acid sequence and an MHC pseudo amino acid sequence, predict their binding affinity value. This is MHC class I binding data. (1) The MHC is HLA-A02:01 with pseudo-sequence HLA-A02:01. The binding affinity (normalized) is 0.0847. The peptide sequence is SQLEMCEKY. (2) The peptide sequence is KLQPSDTLL. The MHC is HLA-B51:01 with pseudo-sequence HLA-B51:01. The binding affinity (normalized) is 0.0847. (3) The peptide sequence is GTEYRLTLY. The MHC is HLA-A80:01 with pseudo-sequence HLA-A80:01. The binding affinity (normalized) is 0.0847.